From a dataset of Reaction yield outcomes from USPTO patents with 853,638 reactions. Predict the reaction yield, written as a fraction of the theoretical maximum amount of product (1.0 means a 100% yield; for example, 0.34 means a 34% yield). The reactants are [Br:1][C:2]1[CH:7]=[CH:6][C:5]([CH2:8][C:9]([OH:11])=O)=[CH:4][CH:3]=1.C(Cl)CCl.[C:16]1([NH2:22])[CH:21]=[CH:20][CH:19]=[CH:18][CH:17]=1. The catalyst is CN(C1C=CN=CC=1)C.CN(C=O)C. The product is [Br:1][C:2]1[CH:3]=[CH:4][C:5]([CH2:8][C:9]([NH:22][C:16]2[CH:21]=[CH:20][CH:19]=[CH:18][CH:17]=2)=[O:11])=[CH:6][CH:7]=1. The yield is 0.690.